From a dataset of Forward reaction prediction with 1.9M reactions from USPTO patents (1976-2016). Predict the product of the given reaction. (1) Given the reactants [Cl:1][C:2]1[CH:3]=[N:4][CH:5]=[C:6]([Cl:19])[C:7]=1[S:8][C:9]1[S:13][C:12]([C:14]([OH:16])=O)=[CH:11][C:10]=1[C:17]#[N:18].[CH3:20][S:21]([C:24]1[CH:30]=[CH:29][C:27]([NH2:28])=[CH:26][CH:25]=1)(=[O:23])=[O:22], predict the reaction product. The product is: [C:17]([C:10]1[CH:11]=[C:12]([C:14]([NH:28][C:27]2[CH:26]=[CH:25][C:24]([S:21]([CH3:20])(=[O:23])=[O:22])=[CH:30][CH:29]=2)=[O:16])[S:13][C:9]=1[S:8][C:7]1[C:6]([Cl:19])=[CH:5][N:4]=[CH:3][C:2]=1[Cl:1])#[N:18]. (2) The product is: [C:11]([O:14][CH2:15][C:16]1[C:21]([C:2]2[CH:3]=[C:4]([C:8](=[O:9])[NH2:10])[N:5]([CH3:7])[CH:6]=2)=[CH:20][CH:19]=[CH:18][C:17]=1[N:31]1[N:40]([CH3:41])[CH2:39][C:38]2[C:33](=[CH:34][CH:35]=[C:36]([C:42]([CH3:45])([CH3:44])[CH3:43])[CH:37]=2)[C:32]1=[O:46])(=[O:13])[CH3:12]. Given the reactants Br[C:2]1[CH:3]=[C:4]([C:8]([NH2:10])=[O:9])[N:5]([CH3:7])[CH:6]=1.[C:11]([O:14][CH2:15][C:16]1[C:21](B2OC(C)(C)C(C)(C)O2)=[CH:20][CH:19]=[CH:18][C:17]=1[N:31]1[N:40]([CH3:41])[CH2:39][C:38]2[C:33](=[CH:34][CH:35]=[C:36]([C:42]([CH3:45])([CH3:44])[CH3:43])[CH:37]=2)[C:32]1=[O:46])(=[O:13])[CH3:12].CC(C1C=C(C(C)C)C(C2C=CC=CC=2P(C2CCCCC2)C2CCCCC2)=C(C(C)C)C=1)C.[O-]P([O-])([O-])=O.[K+].[K+].[K+], predict the reaction product. (3) Given the reactants [F:1][C:2]1[CH:7]=[CH:6][CH:5]=[CH:4][C:3]=1[C@:8]12[CH2:15][C@H:14]([O:16][CH3:17])[CH2:13][C@H:12]1[CH2:11][O:10][NH:9]2, predict the reaction product. The product is: [NH2:9][C@@:8]1([C:3]2[CH:4]=[CH:5][CH:6]=[CH:7][C:2]=2[F:1])[CH2:15][C@H:14]([O:16][CH3:17])[CH2:13][C@H:12]1[CH2:11][OH:10]. (4) Given the reactants [CH:1]1([CH2:4][O:5][C:6]2[CH:33]=[CH:32][C:9]3[N:10]=[C:11]([C:13]4[N:18]=[CH:17][C:16]([O:19][CH2:20][C@@H:21]([NH:23][C:24](=O)[O:25]C(C)(C)C)[CH3:22])=[CH:15][C:14]=4[F:31])[O:12][C:8]=3[CH:7]=2)[CH2:3][CH2:2]1.[N:34]1C=CC=CC=1, predict the reaction product. The product is: [CH:1]1([CH2:4][O:5][C:6]2[CH:33]=[CH:32][C:9]3[N:10]=[C:11]([C:13]4[N:18]=[CH:17][C:16]([O:19][CH2:20][C@@H:21]([NH:23][C:24]([NH2:34])=[O:25])[CH3:22])=[CH:15][C:14]=4[F:31])[O:12][C:8]=3[CH:7]=2)[CH2:2][CH2:3]1. (5) Given the reactants OS(O)(=O)=O.[CH3:6][C:7]1[CH:12]=[CH:11][C:10]([C:13]([C:22]2[CH:27]=[CH:26][CH:25]=[CH:24][N:23]=2)(O)[CH2:14][CH2:15][N:16]2[CH2:20][CH2:19][CH2:18][CH2:17]2)=[CH:9][CH:8]=1.[OH-].[Na+], predict the reaction product. The product is: [CH3:6][C:7]1[CH:12]=[CH:11][C:10](/[C:13](/[C:22]2[CH:27]=[CH:26][CH:25]=[CH:24][N:23]=2)=[CH:14]\[CH2:15][N:16]2[CH2:17][CH2:18][CH2:19][CH2:20]2)=[CH:9][CH:8]=1. (6) Given the reactants [C:1]([NH:5][S:6]([C:9]1[CH:18]=[CH:17][C:12]2[C:13](Cl)=[N:14][S:15][C:11]=2[CH:10]=1)(=[O:8])=[O:7])([CH3:4])([CH3:3])[CH3:2].O.[NH2:20][CH2:21][CH2:22][CH2:23][NH2:24], predict the reaction product. The product is: [NH2:20][CH2:21][CH2:22][CH2:23][NH:24][C:13]1[C:12]2[CH:17]=[CH:18][C:9]([S:6]([NH:5][C:1]([CH3:4])([CH3:3])[CH3:2])(=[O:8])=[O:7])=[CH:10][C:11]=2[S:15][N:14]=1. (7) Given the reactants [OH:1][C:2]([C:19]1[S:20][CH:21]=[CH:22][CH:23]=1)([C:14]1[S:15][CH:16]=[CH:17][CH:18]=1)[C:3]([O:5][C@H:6]1[CH2:11][CH2:10][C@H:9]([NH:12][CH3:13])[CH2:8][CH2:7]1)=[O:4].Br[CH2:25][CH2:26][OH:27].C(N(CC)CC)C.BrC(O)C, predict the reaction product. The product is: [OH:1][C:2]([C:14]1[S:15][CH:16]=[CH:17][CH:18]=1)([C:19]1[S:20][CH:21]=[CH:22][CH:23]=1)[C:3]([O:5][C@H:6]1[CH2:7][CH2:8][C@H:9]([N:12]([CH2:25][CH2:26][OH:27])[CH3:13])[CH2:10][CH2:11]1)=[O:4]. (8) Given the reactants C([CH:3]([C:17]1[CH:22]=[CH:21][CH:20]=[CH:19][CH:18]=1)[N:4]1[CH2:9][CH2:8][N:7]([C:10]([O:12][C:13]([CH3:16])([CH3:15])[CH3:14])=[O:11])[CH2:6][CH2:5]1)#N.[C:23]([NH2:25])#[N:24], predict the reaction product. The product is: [NH:25]([CH:3]([C:17]1[CH:22]=[CH:21][CH:20]=[CH:19][CH:18]=1)[N:4]1[CH2:5][CH2:6][N:7]([C:10]([O:12][C:13]([CH3:16])([CH3:14])[CH3:15])=[O:11])[CH2:8][CH2:9]1)[C:23]#[N:24]. (9) Given the reactants [Br:1][C:2]1[CH:3]=[C:4]([CH:8]([OH:15])[CH2:9][CH:10]([OH:14])[CH2:11][CH:12]=[CH2:13])[CH:5]=[CH:6][CH:7]=1, predict the reaction product. The product is: [Br:1][C:2]1[CH:3]=[C:4]([C:8](=[O:15])[CH2:9][CH:10]([OH:14])[CH2:11][CH:12]=[CH2:13])[CH:5]=[CH:6][CH:7]=1.